This data is from Reaction yield outcomes from USPTO patents with 853,638 reactions. The task is: Predict the reaction yield, written as a fraction of the theoretical maximum amount of product (1.0 means a 100% yield; for example, 0.34 means a 34% yield). (1) The yield is 0.530. The reactants are [Cl-].C[Al+]C.[NH2:5][C:6]1[CH:11]=[CH:10][CH:9]=[CH:8][N:7]=1.C[O:13][C:14]([C:16]1[CH:17]=[C:18]([O:26][C:27]2[CH:32]=[CH:31][C:30]([S:33]([CH3:36])(=[O:35])=[O:34])=[CH:29][CH:28]=2)[CH:19]=[C:20]2[O:24][CH:23]([CH3:25])[CH2:22][C:21]=12)=O. The product is [N:7]1[CH:8]=[CH:9][CH:10]=[CH:11][C:6]=1[NH:5][C:14]([C:16]1[CH:17]=[C:18]([O:26][C:27]2[CH:32]=[CH:31][C:30]([S:33]([CH3:36])(=[O:34])=[O:35])=[CH:29][CH:28]=2)[CH:19]=[C:20]2[O:24][CH:23]([CH3:25])[CH2:22][C:21]=12)=[O:13]. No catalyst specified. (2) The reactants are C(Cl)(=O)C(Cl)=O.CS(C)=O.[CH2:11]([N:18]1[CH2:23][CH2:22][CH:21]([CH2:24][CH:25]([C:27]2[CH:32]=[CH:31][CH:30]=[CH:29][C:28]=2[Cl:33])[OH:26])[CH2:20][CH2:19]1)[C:12]1[CH:17]=[CH:16][CH:15]=[CH:14][CH:13]=1.C(N(CC)CC)C. The catalyst is ClCCl.C(OCC)(=O)C.O. The product is [CH2:11]([N:18]1[CH2:19][CH2:20][CH:21]([CH2:24][C:25]([C:27]2[CH:32]=[CH:31][CH:30]=[CH:29][C:28]=2[Cl:33])=[O:26])[CH2:22][CH2:23]1)[C:12]1[CH:13]=[CH:14][CH:15]=[CH:16][CH:17]=1. The yield is 0.470.